From a dataset of NCI-60 drug combinations with 297,098 pairs across 59 cell lines. Regression. Given two drug SMILES strings and cell line genomic features, predict the synergy score measuring deviation from expected non-interaction effect. (1) Drug 1: C1CCC(CC1)NC(=O)N(CCCl)N=O. Drug 2: C1C(C(OC1N2C=NC(=NC2=O)N)CO)O. Cell line: SR. Synergy scores: CSS=39.9, Synergy_ZIP=-5.13, Synergy_Bliss=-7.48, Synergy_Loewe=-5.59, Synergy_HSA=-3.67. (2) Drug 1: CNC(=O)C1=CC=CC=C1SC2=CC3=C(C=C2)C(=NN3)C=CC4=CC=CC=N4. Drug 2: CC1C(C(CC(O1)OC2CC(CC3=C2C(=C4C(=C3O)C(=O)C5=C(C4=O)C(=CC=C5)OC)O)(C(=O)C)O)N)O.Cl. Cell line: HOP-92. Synergy scores: CSS=15.3, Synergy_ZIP=-6.14, Synergy_Bliss=-3.52, Synergy_Loewe=-20.6, Synergy_HSA=-4.37.